The task is: Predict the product of the given reaction.. This data is from Forward reaction prediction with 1.9M reactions from USPTO patents (1976-2016). (1) Given the reactants C(=O)(OC)O[CH2:3]/[CH:4]=[CH:5]/[C:6]1[CH:11]=[CH:10][C:9]([F:12])=[CH:8][CH:7]=1.C1([C@@H]([N:24]([C@H:48]([C:50]2[CH:55]=[CH:54]C=CC=2)C)P2OC3C=CC4C=CC=CC=4C=3C3C4C(C=CC=3O2)=CC=CC=4)C)C=CC=CC=1.C1(NC)CC1.CC1C=CC(S(O)(=O)=O)=CC=1, predict the reaction product. The product is: [CH:50]1([CH2:48][NH:24][C@H:5]([C:6]2[CH:11]=[CH:10][C:9]([F:12])=[CH:8][CH:7]=2)[CH:4]=[CH2:3])[CH2:55][CH2:54]1. (2) Given the reactants Br[C:2]1[CH:7]=[CH:6][CH:5]=[CH:4][N:3]=1.Br[C:9]([F:16])([F:15])[C:10]([O:12][CH2:13][CH3:14])=[O:11].P([O-])(O)(O)=O.[K+], predict the reaction product. The product is: [CH2:13]([O:12][C:10](=[O:11])[C:9]([F:16])([F:15])[C:2]1[CH:7]=[CH:6][CH:5]=[CH:4][N:3]=1)[CH3:14]. (3) Given the reactants ClCC([NH:5][CH2:6][C:7]1[CH:12]=[CH:11][C:10]([O:13][C:14]([F:17])([F:16])[F:15])=[CH:9][C:8]=1[OH:18])=O, predict the reaction product. The product is: [NH2:5][CH2:6][C:7]1[CH:12]=[CH:11][C:10]([O:13][C:14]([F:16])([F:17])[F:15])=[CH:9][C:8]=1[OH:18]. (4) Given the reactants [Cl-].[In+3].[Cl-].[Cl-].FC(F)(F)C(O)=O.[Cl:12][C:13]1[CH:18]=[CH:17][C:16]([CH:19](O)[CH:20]2[CH2:22][CH:21]2[C:23]#[N:24])=[C:15]([F:26])[CH:14]=1.[CH3:27][S:28]([CH2:31][C:32]1[CH:33]=[CH:34][CH:35]=[C:36]2[C:40]=1[NH:39][CH:38]=[CH:37]2)(=[O:30])=[O:29], predict the reaction product. The product is: [Cl:12][C:13]1[CH:18]=[CH:17][C:16]([CH:19]([C:37]2[C:36]3[C:40](=[C:32]([CH2:31][S:28]([CH3:27])(=[O:30])=[O:29])[CH:33]=[CH:34][CH:35]=3)[NH:39][CH:38]=2)[CH:20]2[CH2:22][CH:21]2[C:23]#[N:24])=[C:15]([F:26])[CH:14]=1. (5) Given the reactants [Cl:1][C:2]1[CH:9]=[CH:8][C:5]([CH2:6][NH2:7])=[CH:4][CH:3]=1.C(N(CC)CC)C.[CH3:17][C@H:18]([C@@H:21]1[C:24](=[O:25])[O:23][C@H:22]1[C:26](Cl)=[O:27])[CH2:19][CH3:20], predict the reaction product. The product is: [Cl:1][C:2]1[CH:9]=[CH:8][C:5]([CH2:6][NH:7][C:26]([C@H:22]2[C@H:21]([C@@H:18]([CH3:17])[CH2:19][CH3:20])[C:24](=[O:25])[O:23]2)=[O:27])=[CH:4][CH:3]=1.